This data is from Peptide-MHC class II binding affinity with 134,281 pairs from IEDB. The task is: Regression. Given a peptide amino acid sequence and an MHC pseudo amino acid sequence, predict their binding affinity value. This is MHC class II binding data. (1) The peptide sequence is RDGGQLRIPSLLHGG. The MHC is DRB5_0101 with pseudo-sequence DRB5_0101. The binding affinity (normalized) is 0.360. (2) The peptide sequence is KNYEHIAAYHFDLSG. The MHC is DRB1_0901 with pseudo-sequence DRB1_0901. The binding affinity (normalized) is 0.542.